Dataset: Retrosynthesis with 50K atom-mapped reactions and 10 reaction types from USPTO. Task: Predict the reactants needed to synthesize the given product. (1) Given the product C/C(=C\CO)c1ccc(I)cc1, predict the reactants needed to synthesize it. The reactants are: CCOC(=O)/C=C(\C)c1ccc(I)cc1. (2) Given the product CC(C)(C)c1cc(C(=O)NC2(C(=O)NCc3nccs3)CC2)cc(C(C)(C)C)c1O, predict the reactants needed to synthesize it. The reactants are: CC(C)(C)c1cc(C(=O)NC2(C(=O)O)CC2)cc(C(C)(C)C)c1O.NCc1nccs1. (3) Given the product O=C(O)CC1Cc2ccc(OCCCNc3ncccn3)cc2CNC1=O, predict the reactants needed to synthesize it. The reactants are: COC(=O)CC1Cc2ccc(OCCCNc3ncccn3)cc2CNC1=O. (4) Given the product CC(=O)/C=C/c1ncn2c1CN(C)C(=O)c1c(Cl)cccc1-2, predict the reactants needed to synthesize it. The reactants are: CC(=O)C[P+](c1ccccc1)(c1ccccc1)c1ccccc1.CN1Cc2c(C=O)ncn2-c2cccc(Cl)c2C1=O. (5) The reactants are: c1ccc(CN2CCC3(CC2)OCCc2ccccc23)cc1. Given the product c1ccc2c(c1)CCOC21CCNCC1, predict the reactants needed to synthesize it. (6) Given the product COc1ccc(Cn2ncc3c2N(CCCN)CCCC3=O)cc1, predict the reactants needed to synthesize it. The reactants are: COc1ccc(Cn2ncc3c2N(CCCN2C(=O)c4ccccc4C2=O)CCCC3=O)cc1. (7) Given the product COc1cccc(C(=O)OCCCc2ccc(C3CCN(C(=O)OC(C)(C)C)CC3OCc3ccc4ccccc4c3)cc2)c1, predict the reactants needed to synthesize it. The reactants are: CC(C)(C)OC(=O)N1CCC(c2ccc(CCCO)cc2)C(OCc2ccc3ccccc3c2)C1.COc1cccc(C(=O)Cl)c1.